The task is: Regression. Given two drug SMILES strings and cell line genomic features, predict the synergy score measuring deviation from expected non-interaction effect.. This data is from NCI-60 drug combinations with 297,098 pairs across 59 cell lines. (1) Drug 1: CC1=C(C=C(C=C1)NC(=O)C2=CC=C(C=C2)CN3CCN(CC3)C)NC4=NC=CC(=N4)C5=CN=CC=C5. Drug 2: CC1=C2C(C(=O)C3(C(CC4C(C3C(C(C2(C)C)(CC1OC(=O)C(C(C5=CC=CC=C5)NC(=O)C6=CC=CC=C6)O)O)OC(=O)C7=CC=CC=C7)(CO4)OC(=O)C)O)C)OC(=O)C. Cell line: LOX IMVI. Synergy scores: CSS=18.9, Synergy_ZIP=11.2, Synergy_Bliss=11.6, Synergy_Loewe=-25.0, Synergy_HSA=9.21. (2) Drug 1: CC(CN1CC(=O)NC(=O)C1)N2CC(=O)NC(=O)C2. Drug 2: CN(C)N=NC1=C(NC=N1)C(=O)N. Cell line: SF-295. Synergy scores: CSS=27.4, Synergy_ZIP=-9.57, Synergy_Bliss=-7.65, Synergy_Loewe=-5.97, Synergy_HSA=-4.29. (3) Drug 1: C1=NC2=C(N=C(N=C2N1C3C(C(C(O3)CO)O)F)Cl)N. Drug 2: CC1=C2C(C(=O)C3(C(CC4C(C3C(C(C2(C)C)(CC1OC(=O)C(C(C5=CC=CC=C5)NC(=O)OC(C)(C)C)O)O)OC(=O)C6=CC=CC=C6)(CO4)OC(=O)C)O)C)O. Cell line: HCT116. Synergy scores: CSS=24.2, Synergy_ZIP=-4.92, Synergy_Bliss=0.731, Synergy_Loewe=-8.33, Synergy_HSA=-2.81. (4) Drug 1: CNC(=O)C1=NC=CC(=C1)OC2=CC=C(C=C2)NC(=O)NC3=CC(=C(C=C3)Cl)C(F)(F)F. Drug 2: CC1C(C(CC(O1)OC2CC(CC3=C2C(=C4C(=C3O)C(=O)C5=CC=CC=C5C4=O)O)(C(=O)C)O)N)O. Cell line: MDA-MB-231. Synergy scores: CSS=79.6, Synergy_ZIP=0.492, Synergy_Bliss=1.16, Synergy_Loewe=2.17, Synergy_HSA=4.82. (5) Drug 1: CC1=C(N=C(N=C1N)C(CC(=O)N)NCC(C(=O)N)N)C(=O)NC(C(C2=CN=CN2)OC3C(C(C(C(O3)CO)O)O)OC4C(C(C(C(O4)CO)O)OC(=O)N)O)C(=O)NC(C)C(C(C)C(=O)NC(C(C)O)C(=O)NCCC5=NC(=CS5)C6=NC(=CS6)C(=O)NCCC[S+](C)C)O. Synergy scores: CSS=38.8, Synergy_ZIP=3.38, Synergy_Bliss=4.74, Synergy_Loewe=-34.2, Synergy_HSA=2.85. Cell line: OVCAR-8. Drug 2: CN1C2=C(C=C(C=C2)N(CCCl)CCCl)N=C1CCCC(=O)O.Cl. (6) Drug 2: CC(CN1CC(=O)NC(=O)C1)N2CC(=O)NC(=O)C2. Drug 1: COC1=C(C=C2C(=C1)N=CN=C2NC3=CC(=C(C=C3)F)Cl)OCCCN4CCOCC4. Cell line: HOP-62. Synergy scores: CSS=21.0, Synergy_ZIP=-2.10, Synergy_Bliss=7.73, Synergy_Loewe=2.85, Synergy_HSA=10.4. (7) Drug 1: C1CCC(CC1)NC(=O)N(CCCl)N=O. Drug 2: COC1=C2C(=CC3=C1OC=C3)C=CC(=O)O2. Cell line: BT-549. Synergy scores: CSS=15.3, Synergy_ZIP=-1.35, Synergy_Bliss=5.07, Synergy_Loewe=-0.128, Synergy_HSA=3.38. (8) Drug 1: CC12CCC3C(C1CCC2=O)CC(=C)C4=CC(=O)C=CC34C. Drug 2: CC1=C(C=C(C=C1)C(=O)NC2=CC(=CC(=C2)C(F)(F)F)N3C=C(N=C3)C)NC4=NC=CC(=N4)C5=CN=CC=C5. Cell line: NCI-H460. Synergy scores: CSS=7.65, Synergy_ZIP=-7.93, Synergy_Bliss=-13.9, Synergy_Loewe=-8.68, Synergy_HSA=-13.6.